The task is: Predict the product of the given reaction.. This data is from Forward reaction prediction with 1.9M reactions from USPTO patents (1976-2016). (1) The product is: [CH2:26]([O:1][C:2]1[CH:11]=[C:10]2[C:5]([C:6](=[O:23])[C:7]([CH3:22])=[C:8]([CH:12]3[CH2:17][CH2:16][N:15]([C:18](=[O:21])[CH2:19][CH3:20])[CH2:14][CH2:13]3)[O:9]2)=[CH:4][CH:3]=1)[CH:25]=[CH2:24]. Given the reactants [OH:1][C:2]1[CH:11]=[C:10]2[C:5]([C:6](=[O:23])[C:7]([CH3:22])=[C:8]([CH:12]3[CH2:17][CH2:16][N:15]([C:18](=[O:21])[CH2:19][CH3:20])[CH2:14][CH2:13]3)[O:9]2)=[CH:4][CH:3]=1.[CH2:24](Br)[CH:25]=[CH2:26].C(=O)([O-])[O-].[K+].[K+].O, predict the reaction product. (2) Given the reactants C([O:8][C:9](=[O:39])[CH2:10][CH:11]([N:22]1[CH:26]=[CH:25][N:24]([C:27]2[CH:32]=[CH:31][C:30]([C:33]3[CH:38]=[CH:37][CH:36]=[CH:35][CH:34]=3)=[CH:29][CH:28]=2)[CH2:23]1)[C:12]([NH:14][C@H:15]([CH2:20][OH:21])[C:16]([CH3:19])([CH3:18])[CH3:17])=[O:13])C1C=CC=CC=1, predict the reaction product. The product is: [C:30]1([C:33]2[CH:34]=[CH:35][CH:36]=[CH:37][CH:38]=2)[CH:29]=[CH:28][C:27]([N:24]2[CH:25]=[CH:26][N:22]([CH:11]([C:12]([NH:14][C@H:15]([CH2:20][OH:21])[C:16]([CH3:17])([CH3:19])[CH3:18])=[O:13])[CH2:10][C:9]([OH:39])=[O:8])[CH2:23]2)=[CH:32][CH:31]=1. (3) The product is: [Br:1]/[CH:2]=[C:3]1/[C@H:11]2[C@:7]([CH3:15])([CH2:6][CH2:5][CH2:4]/1)/[C:8](=[CH:12]/[CH3:13])/[CH2:9][CH2:10]2. Given the reactants [Br:1]/[CH:2]=[C:3]1\[CH2:4][CH2:5][CH2:6][C@@:7]2([CH3:15])[C@H:11]\1[CH2:10][CH2:9][C@@H:8]2[C@@H:12](O)[CH3:13].C1(P(C2C=CC=CC=2)C2C=CC=CC=2)C=CC=CC=1.C(OC(N=NC(OCC)=O)=O)C, predict the reaction product. (4) The product is: [CH3:18][O:19][C:20](=[O:27])[CH2:21][CH2:22][CH2:23][CH2:24][CH2:25][O:17][C:10]1[CH:11]=[CH:12][C:13]([N+:14]([O-:16])=[O:15])=[C:8]([NH:7][C:1]2[CH:2]=[CH:3][CH:4]=[CH:5][CH:6]=2)[CH:9]=1. Given the reactants [C:1]1([NH:7][C:8]2[CH:9]=[C:10]([OH:17])[CH:11]=[CH:12][C:13]=2[N+:14]([O-:16])=[O:15])[CH:6]=[CH:5][CH:4]=[CH:3][CH:2]=1.[CH3:18][O:19][C:20](=[O:27])[CH2:21][CH2:22][CH2:23][CH2:24][CH2:25]Br, predict the reaction product. (5) Given the reactants [OH:1][CH:2]([C:28]1[CH:33]=[CH:32][C:31]([O:34][C:35]2[CH:40]=[CH:39][CH:38]=[CH:37][N:36]=2)=[CH:30][CH:29]=1)[CH:3]([CH2:14][C:15]1[CH:20]=[CH:19][CH:18]=[C:17]([O:21][C:22]([F:27])([F:26])[CH:23]([F:25])[F:24])[CH:16]=1)[C:4]([O:6]CC1C=CC=CC=1)=[O:5].[H][H], predict the reaction product. The product is: [OH:1][CH:2]([C:28]1[CH:29]=[CH:30][C:31]([O:34][C:35]2[CH:40]=[CH:39][CH:38]=[CH:37][N:36]=2)=[CH:32][CH:33]=1)[CH:3]([CH2:14][C:15]1[CH:20]=[CH:19][CH:18]=[C:17]([O:21][C:22]([F:27])([F:26])[CH:23]([F:25])[F:24])[CH:16]=1)[C:4]([OH:6])=[O:5].